This data is from Full USPTO retrosynthesis dataset with 1.9M reactions from patents (1976-2016). The task is: Predict the reactants needed to synthesize the given product. Given the product [C:12]([O:11][C:9]([N:23]1[CH2:27][CH2:26][CH2:25][C@@H:24]1[CH2:28][OH:29])=[O:10])([CH3:13])([CH3:14])[CH3:15], predict the reactants needed to synthesize it. The reactants are: [C:12]([O:11][C:9](O[C:9]([O:11][C:12]([CH3:15])([CH3:14])[CH3:13])=[O:10])=[O:10])([CH3:15])([CH3:14])[CH3:13].C(N(CC)CC)C.[NH:23]1[CH2:27][CH2:26][CH2:25][CH:24]1[CH2:28][OH:29].